Dataset: Forward reaction prediction with 1.9M reactions from USPTO patents (1976-2016). Task: Predict the product of the given reaction. (1) Given the reactants [CH2:1]([C:5]1[N:6]([CH2:19][CH2:20][CH2:21][CH2:22]Cl)[C:7]2[C:16]3[CH:15]=[CH:14][CH:13]=[CH:12][C:11]=3[N:10]=[C:9]([NH2:17])[C:8]=2[N:18]=1)[CH2:2][CH2:3][CH3:4].[CH3:24][S-:25].[Na+], predict the reaction product. The product is: [CH2:1]([C:5]1[N:6]([CH2:19][CH2:20][CH2:21][CH2:22][S:25][CH3:24])[C:7]2[C:16]3[CH:15]=[CH:14][CH:13]=[CH:12][C:11]=3[N:10]=[C:9]([NH2:17])[C:8]=2[N:18]=1)[CH2:2][CH2:3][CH3:4]. (2) Given the reactants Cl[C:2]1[N:7]=[C:6]([NH:8][C:9]2[CH:10]=[C:11]3[C:15](=[CH:16][CH:17]=2)[NH:14][CH:13]=[CH:12]3)[CH:5]=[N:4][CH:3]=1.[F:18][C:19]1[CH:24]=[C:23](B(O)O)[CH:22]=[CH:21][N:20]=1.C(=O)([O-])[O-].[Na+].[Na+], predict the reaction product. The product is: [F:18][C:19]1[CH:24]=[C:23]([C:2]2[N:7]=[C:6]([NH:8][C:9]3[CH:10]=[C:11]4[C:15](=[CH:16][CH:17]=3)[NH:14][CH:13]=[CH:12]4)[CH:5]=[N:4][CH:3]=2)[CH:22]=[CH:21][N:20]=1.